From a dataset of Catalyst prediction with 721,799 reactions and 888 catalyst types from USPTO. Predict which catalyst facilitates the given reaction. (1) Reactant: [CH3:1]N(C)C=O.[H-].[Na+].[Cl:8][C:9]1[CH:14]=[C:13]([O:15][C:16]2[C:25]3[C:20](=[CH:21][C:22]([O:28][CH3:29])=[C:23]([O:26][CH3:27])[CH:24]=3)[N:19]=[CH:18][N:17]=2)[CH:12]=[CH:11][C:10]=1[NH:30][C:31](=[O:41])[O:32][CH2:33][C:34]1[CH:39]=[CH:38][CH:37]=[CH:36][C:35]=1[CH3:40].CI. Product: [Cl:8][C:9]1[CH:14]=[C:13]([O:15][C:16]2[C:25]3[C:20](=[CH:21][C:22]([O:28][CH3:29])=[C:23]([O:26][CH3:27])[CH:24]=3)[N:19]=[CH:18][N:17]=2)[CH:12]=[CH:11][C:10]=1[N:30]([CH3:1])[C:31](=[O:41])[O:32][CH2:33][C:34]1[CH:39]=[CH:38][CH:37]=[CH:36][C:35]=1[CH3:40]. The catalyst class is: 6. (2) Reactant: [CH3:1][C:2]1[C:10]2[C:9]([C:11]([O:13]CC)=[O:12])=[CH:8][C:7]([C:16]3[CH:21]=[CH:20][N:19]=[CH:18][CH:17]=3)=[N:6][C:5]=2[N:4]([CH:22]([CH3:24])[CH3:23])[N:3]=1.[OH-].[Na+]. The catalyst class is: 8. Product: [CH3:1][C:2]1[C:10]2[C:9]([C:11]([OH:13])=[O:12])=[CH:8][C:7]([C:16]3[CH:21]=[CH:20][N:19]=[CH:18][CH:17]=3)=[N:6][C:5]=2[N:4]([CH:22]([CH3:24])[CH3:23])[N:3]=1. (3) Reactant: [N+:1]([C:4]1[CH:13]=[CH:12][C:11]2[NH:10][C:9](=[O:14])[C:8]3[NH:15][CH:16]=[CH:17][C:7]=3[C:6]=2[CH:5]=1)([O-])=O.[CH2:18]([C:20]([O-:22])=[O:21])[CH3:19]. Product: [C:20]([NH:1][C:4]1[CH:13]=[CH:12][C:11]2[NH:10][C:9](=[O:14])[C:8]3[NH:15][CH:16]=[CH:17][C:7]=3[C:6]=2[CH:5]=1)(=[O:21])[CH3:18].[CH2:18]([C:20]([O-:22])=[O:21])[CH3:19]. The catalyst class is: 180. (4) Reactant: Br[C:2]1[CH:7]=[CH:6][C:5]([O:8][CH:9]2[CH2:12][N:11]([CH3:13])[CH2:10]2)=[CH:4][N:3]=1.[NH2:14][C:15]1[C:16](=[O:23])[N:17]([CH3:22])[CH:18]=[C:19]([Br:21])[CH:20]=1.C([O-])([O-])=O.[Cs+].[Cs+].CC1(C)C2C(=C(P(C3C=CC=CC=3)C3C=CC=CC=3)C=CC=2)OC2C(P(C3C=CC=CC=3)C3C=CC=CC=3)=CC=CC1=2. Product: [Br:21][C:19]1[CH:20]=[C:15]([NH:14][C:2]2[CH:7]=[CH:6][C:5]([O:8][CH:9]3[CH2:12][N:11]([CH3:13])[CH2:10]3)=[CH:4][N:3]=2)[C:16](=[O:23])[N:17]([CH3:22])[CH:18]=1. The catalyst class is: 38. (5) The catalyst class is: 17. Product: [CH3:1][C:2]1[C:3]([C:9]([C:11]2[CH:16]=[CH:15][CH:14]=[CH:13][CH:12]=2)=[N:18][OH:19])=[N:4][C:5]([CH3:8])=[CH:6][N:7]=1. Reactant: [CH3:1][C:2]1[C:3]([C:9]([C:11]2[CH:16]=[CH:15][CH:14]=[CH:13][CH:12]=2)=O)=[N:4][C:5]([CH3:8])=[CH:6][N:7]=1.Cl.[NH2:18][OH:19]. (6) Reactant: [C:1]1(=[O:6])[O:5][CH2:4][CH2:3][CH2:2]1.[O:7]1[CH2:12][CH2:11][CH2:10][O:9][CH:8]1[CH2:13][CH2:14][Mg]Br.[O:17]1[CH2:21][CH2:20][CH2:19][CH2:18]1.[Cl-].[NH4+]. Product: [O:7]1[CH2:12][CH2:11][CH2:10][O:9][CH:8]1[CH2:13][CH2:14][C:4]([CH2:3][CH2:2][CH:1]1[O:6][CH2:2][CH2:3][CH2:4][O:5]1)([OH:5])[CH2:18][CH2:19][CH2:20][CH2:21][OH:17]. The catalyst class is: 7.